Task: Predict the reaction yield, written as a fraction of the theoretical maximum amount of product (1.0 means a 100% yield; for example, 0.34 means a 34% yield).. Dataset: Reaction yield outcomes from USPTO patents with 853,638 reactions (1) The reactants are [NH2:1][C:2]1[C:3]([F:11])=[C:4]([CH:7]=[CH:8][C:9]=1[Cl:10])[CH2:5][NH2:6].[CH3:12][C:13]([CH3:18])([CH3:17])[C:14](Cl)=[O:15]. No catalyst specified. The product is [NH2:1][C:2]1[C:3]([F:11])=[C:4]([CH:7]=[CH:8][C:9]=1[Cl:10])[CH2:5][NH:6][C:14](=[O:15])[C:13]([CH3:18])([CH3:17])[CH3:12]. The yield is 0.360. (2) The catalyst is [Cu]I.O1CCOCC1. The product is [CH3:24][C:21]1[CH:22]=[CH:23][C:18]([NH:15][C@@H:10]2[CH2:11][CH2:12][CH2:13][CH2:14][C@H:9]2[NH2:16])=[CH:19][CH:20]=1. The reactants are [O-]P([O-])([O-])=O.[K+].[K+].[K+].[C@@H:9]1([NH2:16])[CH2:14][CH2:13][CH2:12][CH2:11][C@H:10]1[NH2:15].Br[C:18]1[CH:23]=[CH:22][C:21]([CH3:24])=[CH:20][CH:19]=1. The yield is 0.640. (3) The catalyst is C(OCC)(=O)C. The reactants are Cl.[NH2:2][C:3]1[CH:4]=[N:5][N:6]([CH2:8][C:9]([NH:11][C:12]2[CH:17]=[CH:16][CH:15]=[C:14]([F:18])[C:13]=2[F:19])=[O:10])[CH:7]=1.C(=O)(O)[O-].[Na+]. The yield is 0.940. The product is [NH2:2][C:3]1[CH:4]=[N:5][N:6]([CH2:8][C:9]([NH:11][C:12]2[CH:17]=[CH:16][CH:15]=[C:14]([F:18])[C:13]=2[F:19])=[O:10])[CH:7]=1. (4) The reactants are [C:1]([C:5]1[CH:12]=[CH:11][C:8]([C:9]#N)=[C:7]([Cl:13])[N:6]=1)([CH3:4])([CH3:3])[CH3:2].[H-].C([Al+]CC(C)C)C(C)C.C1(C)C=CC=CC=1.C([O:33]CC)C. No catalyst specified. The product is [C:1]([C:5]1[CH:12]=[CH:11][C:8]([CH:9]=[O:33])=[C:7]([Cl:13])[N:6]=1)([CH3:4])([CH3:3])[CH3:2]. The yield is 0.950.